From a dataset of Full USPTO retrosynthesis dataset with 1.9M reactions from patents (1976-2016). Predict the reactants needed to synthesize the given product. (1) Given the product [F:11][C:12]([F:23])([F:24])[O:13][C:14]1[CH:15]=[C:16]([CH:20]=[CH:21][CH:22]=1)[C:17]([NH:1][C:2]1[CH:3]=[C:4]2[C:8](=[CH:9][CH:10]=1)[NH:7][CH:6]=[CH:5]2)=[O:18], predict the reactants needed to synthesize it. The reactants are: [NH2:1][C:2]1[CH:3]=[C:4]2[C:8](=[CH:9][CH:10]=1)[NH:7][CH:6]=[CH:5]2.[F:11][C:12]([F:24])([F:23])[O:13][C:14]1[CH:15]=[C:16]([CH:20]=[CH:21][CH:22]=1)[C:17](O)=[O:18].C(O)(=O)C1C=CC=CC=1. (2) Given the product [C:34]1([C:23]2[C:18]3[N:19]([CH:25]=[C:16]([C@@H:12]4[CH2:13][CH2:14][CH2:15][N:11]4[C:9]([O:8][CH2:1][C:2]4[CH:7]=[CH:6][CH:5]=[CH:4][CH:3]=4)=[O:10])[N:17]=3)[CH:20]=[CH:21][CH:22]=2)[C:35]2[C:30](=[CH:29][CH:28]=[CH:27][CH:26]=2)[CH:31]=[CH:32][CH:33]=1, predict the reactants needed to synthesize it. The reactants are: [CH2:1]([O:8][C:9]([N:11]1[CH2:15][CH2:14][CH2:13][C@H:12]1[C:16]1[N:17]=[C:18]2[C:23](Br)=[CH:22][CH:21]=[CH:20][N:19]2[CH:25]=1)=[O:10])[C:2]1[CH:7]=[CH:6][CH:5]=[CH:4][CH:3]=1.[C:26]1(B(O)O)[C:35]2[C:30](=[CH:31][CH:32]=[CH:33][CH:34]=2)[CH:29]=[CH:28][CH:27]=1.C(=O)([O-])[O-].[K+].[K+]. (3) Given the product [F:30][C:2]1([F:1])[CH2:7][CH2:6][CH:5]([CH2:8][C:9]2[N:13]3[C:14]([CH3:27])=[CH:15][C:16]([C:18]([NH:20][CH:21]4[CH2:26][CH2:25][O:24][CH2:23][CH2:22]4)=[O:19])=[CH:17][C:12]3=[N:11][C:10]=2[CH:28]=[O:29])[CH2:4][CH2:3]1, predict the reactants needed to synthesize it. The reactants are: [F:1][C:2]1([F:30])[CH2:7][CH2:6][CH:5]([CH2:8][C:9]2[N:13]3[C:14]([CH3:27])=[CH:15][C:16]([C:18]([NH:20][CH:21]4[CH2:26][CH2:25][O:24][CH2:23][CH2:22]4)=[O:19])=[CH:17][C:12]3=[N:11][C:10]=2[CH2:28][OH:29])[CH2:4][CH2:3]1.CC(OI1(OC(C)=O)(OC(C)=O)OC(=O)C2C=CC=CC1=2)=O.C(=O)([O-])O.[Na+]. (4) Given the product [CH2:18]([O:17][C:15]([C:14]1[N:1]=[C:2]2[CH:7]=[N:6][C:5]([C:8]([F:11])([F:9])[F:10])=[CH:4][N:3]2[CH:13]=1)=[O:16])[CH3:19], predict the reactants needed to synthesize it. The reactants are: [NH2:1][C:2]1[CH:7]=[N:6][C:5]([C:8]([F:11])([F:10])[F:9])=[CH:4][N:3]=1.Br[CH2:13][C:14](=O)[C:15]([O:17][CH2:18][CH3:19])=[O:16].O. (5) Given the product [Cl:1][C:2]1[CH:10]=[C:9]([Cl:11])[CH:8]=[C:7]2[C:3]=1[CH2:4][C@@H:5]([OH:29])[C@@H:6]2[N:12]1[C:20]2[CH2:19][CH2:18][N:17]([S:31]([CH3:30])(=[O:33])=[O:32])[CH2:16][C:15]=2[C:14]([C:21]2[CH:22]=[C:23]([CH:26]=[CH:27][CH:28]=2)[C:24]#[N:25])=[N:13]1, predict the reactants needed to synthesize it. The reactants are: [Cl:1][C:2]1[CH:10]=[C:9]([Cl:11])[CH:8]=[C:7]2[C:3]=1[CH2:4][C@@H:5]([OH:29])[C@@H:6]2[N:12]1[C:20]2[CH2:19][CH2:18][NH:17][CH2:16][C:15]=2[C:14]([C:21]2[CH:22]=[C:23]([CH:26]=[CH:27][CH:28]=2)[C:24]#[N:25])=[N:13]1.[CH3:30][S:31](Cl)(=[O:33])=[O:32].C(N(CC)CC)C. (6) Given the product [CH2:1]([N:8]1[C:13](=[O:14])[C:12]([Cl:15])=[C:11]([C:23]2[CH:24]=[CH:25][C:20]([S:19][CH3:18])=[CH:21][CH:22]=2)[CH:10]=[N:9]1)[C:2]1[CH:7]=[CH:6][CH:5]=[CH:4][CH:3]=1, predict the reactants needed to synthesize it. The reactants are: [CH2:1]([N:8]1[C:13](=[O:14])[C:12]([Cl:15])=[C:11](OC)[CH:10]=[N:9]1)[C:2]1[CH:7]=[CH:6][CH:5]=[CH:4][CH:3]=1.[CH3:18][S:19][C:20]1[CH:25]=[CH:24][C:23](B(O)O)=[CH:22][CH:21]=1.